Predict the reactants needed to synthesize the given product. From a dataset of Full USPTO retrosynthesis dataset with 1.9M reactions from patents (1976-2016). (1) Given the product [Cl:22][C:11]1[CH:10]=[N:9][NH:8][C:13](=[O:14])[C:12]=1[C:15]1[CH:20]=[CH:19][C:18]([Cl:21])=[CH:17][CH:16]=1, predict the reactants needed to synthesize it. The reactants are: C([N:8]1[C:13](=[O:14])[C:12]([C:15]2[CH:20]=[CH:19][C:18]([Cl:21])=[CH:17][CH:16]=2)=[C:11]([Cl:22])[CH:10]=[N:9]1)C1C=CC=CC=1.[Cl-].[Al+3].[Cl-].[Cl-].O. (2) The reactants are: C[O:2][C:3](=[O:31])[CH2:4][CH2:5][CH:6]1[CH2:11][CH2:10][N:9]([C:12]2[S:13][C:14]([C:17]3[CH:22]=[CH:21][CH:20]=[C:19]([NH:23][C:24]4[CH:29]=[C:28]([CH3:30])[CH:27]=[CH:26][N:25]=4)[N:18]=3)=[CH:15][N:16]=2)[CH2:8][CH2:7]1.[OH-].[Na+]. Given the product [CH3:30][C:28]1[CH:27]=[CH:26][N:25]=[C:24]([NH:23][C:19]2[N:18]=[C:17]([C:14]3[S:13][C:12]([N:9]4[CH2:8][CH2:7][CH:6]([CH2:5][CH2:4][C:3]([OH:31])=[O:2])[CH2:11][CH2:10]4)=[N:16][CH:15]=3)[CH:22]=[CH:21][CH:20]=2)[CH:29]=1, predict the reactants needed to synthesize it.